Task: Predict the reaction yield, written as a fraction of the theoretical maximum amount of product (1.0 means a 100% yield; for example, 0.34 means a 34% yield).. Dataset: Reaction yield outcomes from USPTO patents with 853,638 reactions (1) The reactants are [NH:1]([C:3]1[CH:8]=[C:7]([C:9]#[N:10])[CH:6]=[CH:5][N:4]=1)[NH2:2].[Cl:11][C:12]1[CH:17]=[CH:16][CH:15]=[CH:14][C:13]=1[CH2:18][C:19](=O)[CH2:20][C:21](OCC)=[O:22]. No catalyst specified. The product is [Cl:11][C:12]1[CH:17]=[CH:16][CH:15]=[CH:14][C:13]=1[CH2:18][C:19]1[CH:20]=[C:21]([OH:22])[N:1]([C:3]2[CH:8]=[C:7]([C:9]#[N:10])[CH:6]=[CH:5][N:4]=2)[N:2]=1. The yield is 0.390. (2) The reactants are Br[C:2]1[CH:3]=[C:4]2[C:9](=[CH:10][CH:11]=1)[O:8][C:7]([CH3:13])([CH3:12])[CH2:6][C:5]2([CH3:15])[CH3:14].O1CCCC1.C([Li])(C)(C)C.CCCCC.C([O:33][C:34](=[O:59])C1C=CC(C#CC2C=CC3C(NC4CC4)CCC(C)(C)C=3C=2)=CC=1)C. No catalyst specified. The product is [CH3:12][C:7]1([CH3:13])[CH2:6][C:5]([CH3:15])([CH3:14])[C:4]2[C:9](=[CH:10][CH:11]=[C:2]([C:34]([OH:59])=[O:33])[CH:3]=2)[O:8]1. The yield is 0.920.